From a dataset of Reaction yield outcomes from USPTO patents with 853,638 reactions. Predict the reaction yield, written as a fraction of the theoretical maximum amount of product (1.0 means a 100% yield; for example, 0.34 means a 34% yield). (1) The reactants are [Si]([O:8][CH2:9][CH2:10][N:11]([CH:38]([CH3:40])[CH3:39])[C:12]([C:14]1[NH:15][C:16]([CH2:29][C:30]2[C:35]([Cl:36])=[CH:34][CH:33]=[CH:32][C:31]=2[Cl:37])=[N:17][C:18](=[O:28])[C:19]=1[O:20][CH2:21][C:22]1[CH:27]=[CH:26][CH:25]=[CH:24][CH:23]=1)=[O:13])(C(C)(C)C)(C)C.Cl. The catalyst is O1CCCC1. The product is [OH:8][CH2:9][CH2:10][N:11]([CH:38]([CH3:40])[CH3:39])[C:12]([C:14]1[NH:15][C:16]([CH2:29][C:30]2[C:31]([Cl:37])=[CH:32][CH:33]=[CH:34][C:35]=2[Cl:36])=[N:17][C:18](=[O:28])[C:19]=1[O:20][CH2:21][C:22]1[CH:23]=[CH:24][CH:25]=[CH:26][CH:27]=1)=[O:13]. The yield is 0.820. (2) The reactants are [Si:1]([O:8][CH2:9][C:10]1[C:11]([C:16](=O)/[CH:17]=[CH:18]/[N:19](C)C)=[N:12][CH:13]=[CH:14][CH:15]=1)([C:4]([CH3:7])([CH3:6])[CH3:5])([CH3:3])[CH3:2].[NH2:23]N. The catalyst is CCO. The product is [Si:1]([O:8][CH2:9][C:10]1[C:11]([C:16]2[NH:23][N:19]=[CH:18][CH:17]=2)=[N:12][CH:13]=[CH:14][CH:15]=1)([C:4]([CH3:7])([CH3:6])[CH3:5])([CH3:3])[CH3:2]. The yield is 0.900.